Dataset: CYP2D6 inhibition data for predicting drug metabolism from PubChem BioAssay. Task: Regression/Classification. Given a drug SMILES string, predict its absorption, distribution, metabolism, or excretion properties. Task type varies by dataset: regression for continuous measurements (e.g., permeability, clearance, half-life) or binary classification for categorical outcomes (e.g., BBB penetration, CYP inhibition). Dataset: cyp2d6_veith. The molecule is COc1cc(/C=C/C(=O)N2CCN(CC(O)COc3ccccc3)CC2)cc(OC)c1OC.Cl. The result is 0 (non-inhibitor).